Dataset: Full USPTO retrosynthesis dataset with 1.9M reactions from patents (1976-2016). Task: Predict the reactants needed to synthesize the given product. (1) The reactants are: [CH3:1][O:2][C:3](=[O:12])[C:4]1[CH:9]=[CH:8][C:7]([Br:10])=[C:6]([OH:11])[CH:5]=1.C([O-])([O-])=O.[K+].[K+].I[CH2:20][CH2:21][O:22][Si:23]([CH:30]([CH3:32])[CH3:31])([CH:27]([CH3:29])[CH3:28])[CH:24]([CH3:26])[CH3:25]. Given the product [CH3:1][O:2][C:3](=[O:12])[C:4]1[CH:9]=[CH:8][C:7]([Br:10])=[C:6]([O:11][CH2:20][CH2:21][O:22][Si:23]([CH:27]([CH3:28])[CH3:29])([CH:24]([CH3:26])[CH3:25])[CH:30]([CH3:31])[CH3:32])[CH:5]=1, predict the reactants needed to synthesize it. (2) Given the product [N:10]1[S:11][N:12]=[C:13]2[CH:18]=[C:17]([C:19]([N:4]3[CH2:9][CH2:8][CH2:7][CH2:6][CH2:5]3)=[O:20])[CH:16]=[CH:15][C:14]=12, predict the reactants needed to synthesize it. The reactants are: ClCCl.[NH:4]1[CH2:9][CH2:8][CH2:7][CH2:6][CH2:5]1.[N:10]1[S:11][N:12]=[C:13]2[CH:18]=[C:17]([C:19](OC)=[O:20])[CH:16]=[CH:15][C:14]=12. (3) The reactants are: Cl.Cl.[S:3]1[C:7]2[CH:8]=[CH:9][CH:10]=[CH:11][C:6]=2[N:5]=[C:4]1[NH:12][C:13]([C:15]1[CH:16]=[CH:17][CH:18]=[C:19]2[C:24]=1[CH2:23][NH:22][CH2:21][CH2:20]2)=[O:14].[OH2:25].Cl.[CH3:27][CH2:28][OH:29]. Given the product [S:3]1[C:7]2[CH:8]=[CH:9][CH:10]=[CH:11][C:6]=2[N:5]=[C:4]1[NH:12][C:13]([C:15]1[CH:16]=[CH:17][CH:18]=[C:19]2[C:24]=1[CH2:23][N:22]([C:6]1[N:5]=[C:27]([C:28]([OH:25])=[O:29])[CH:9]=[CH:8][CH:7]=1)[CH2:21][CH2:20]2)=[O:14], predict the reactants needed to synthesize it. (4) Given the product [C:10]([C:14]1[N:22]=[C:21]2[C:17]([N:18]=[CH:19][N:20]2[CH2:23][C:24]2[C:29]([Cl:30])=[CH:28][CH:27]=[CH:26][N:25]=2)=[C:16]([N:34]2[CH2:35][CH2:36][S:32][CH2:33]2)[N:15]=1)([CH3:13])([CH3:12])[CH3:11], predict the reactants needed to synthesize it. The reactants are: CCN(C(C)C)C(C)C.[C:10]([C:14]1[N:22]=[C:21]2[C:17]([N:18]=[CH:19][N:20]2[CH2:23][C:24]2[C:29]([Cl:30])=[CH:28][CH:27]=[CH:26][N:25]=2)=[C:16](Cl)[N:15]=1)([CH3:13])([CH3:12])[CH3:11].[S:32]1[CH2:36][CH2:35][NH:34][CH2:33]1.O. (5) Given the product [CH3:17][CH2:1][CH2:2][C:3]1[S:7][C:6]([NH:8][C:9]([CH2:11][N:12]([CH3:14])[CH3:13])=[O:10])=[N:5][N:4]=1, predict the reactants needed to synthesize it. The reactants are: [CH3:1][CH2:2][C:3]1[S:7][C:6]([NH:8][C:9]([CH2:11][N:12]([CH3:14])[CH3:13])=[O:10])=[N:5][N:4]=1.OO.[CH3:17]C(O)=O.